Dataset: HIV replication inhibition screening data with 41,000+ compounds from the AIDS Antiviral Screen. Task: Binary Classification. Given a drug SMILES string, predict its activity (active/inactive) in a high-throughput screening assay against a specified biological target. (1) The molecule is O=c1[nH]c(=O)n(CCOc2ccccc2)cc1Nc1ccccc1. The result is 0 (inactive). (2) The drug is Cn1cc2ccccc2c1-c1nc(F)nc(Oc2ccc3c(c2)CCC2C3CCC3(C)C(O)CCC23)n1. The result is 0 (inactive). (3) The drug is CC1=NN(c2ccccc2)C(=O)C1C(=O)C(=O)Nc1ccc(C)cc1C. The result is 0 (inactive). (4) The compound is COc1nc(OC)nc(Sc2ccc(Sc3ccc(Sc4nc(OC)nc(OC)n4)cc3)cc2)n1. The result is 0 (inactive). (5) The molecule is Cc1ccc2c(c1)P(=O)(O)c1cc(C)ccc1S2(=O)=O. The result is 0 (inactive). (6) The compound is CC#CC(O)(C(=O)OC1C2CCN(CC2)C1C)C1=CCCC1. The result is 0 (inactive). (7) The molecule is COc1cccc(C=Cc2nc3ccccc3nc2C=Cc2cccc(OC)c2OC)c1OC. The result is 0 (inactive). (8) The compound is COC(=O)C1=C(C(=O)OC)C(N(C)C)C(C(=O)OC)=C(C(=O)OC)S1. The result is 0 (inactive). (9) The compound is O=C(Cc1ccccc1CCO)NCCc1ccccc1. The result is 0 (inactive).